From a dataset of Reaction yield outcomes from USPTO patents with 853,638 reactions. Predict the reaction yield, written as a fraction of the theoretical maximum amount of product (1.0 means a 100% yield; for example, 0.34 means a 34% yield). (1) The reactants are [CH2:1]([O:3][C:4]([C:6]1[S:10][C:9]2[CH:11]=[C:12]([C:15]([CH2:19][CH3:20])(O)[CH2:16][CH3:17])[CH:13]=[CH:14][C:8]=2[CH:7]=1)=[O:5])[CH3:2].[C:21]1([CH3:28])[C:26]([OH:27])=[CH:25][CH:24]=[CH:23][CH:22]=1.B(F)(F)F.CCOCC. The catalyst is C(Cl)Cl. The product is [CH2:1]([O:3][C:4]([C:6]1[S:10][C:9]2[CH:11]=[C:12]([C:15]([CH2:16][CH3:17])([C:23]3[CH:24]=[CH:25][C:26]([OH:27])=[C:21]([CH3:28])[CH:22]=3)[CH2:19][CH3:20])[CH:13]=[CH:14][C:8]=2[CH:7]=1)=[O:5])[CH3:2]. The yield is 0.920. (2) The reactants are [F:1][C:2]([F:39])([F:38])[C:3]1[CH:4]=[C:5]([CH:31]=[C:32]([C:34]([F:37])([F:36])[F:35])[CH:33]=1)[CH2:6][N:7]([CH2:13][C:14]1[C:15]([N:22]([CH2:27][CH:28]2[CH2:30][CH2:29]2)[CH2:23][CH:24]2[CH2:26][CH2:25]2)=[N:16][C:17]([CH3:21])=[C:18]([CH3:20])[CH:19]=1)[C:8]1[N:9]=[N:10][NH:11][N:12]=1.[OH-].[Na+].[CH2:42](Cl)Cl.S(OC)(OC)(=O)=O. The product is [F:39][C:2]([F:38])([F:1])[C:3]1[CH:4]=[C:5]([CH:31]=[C:32]([C:34]([F:37])([F:36])[F:35])[CH:33]=1)[CH2:6][N:7]([CH2:13][C:14]1[C:15]([N:22]([CH2:23][CH:24]2[CH2:26][CH2:25]2)[CH2:27][CH:28]2[CH2:30][CH2:29]2)=[N:16][C:17]([CH3:21])=[C:18]([CH3:20])[CH:19]=1)[C:8]1[N:9]=[N:10][N:11]([CH3:42])[N:12]=1. The yield is 0.666. The catalyst is O.[Br-].C([N+](CCCC)(CCCC)CCCC)CCC.